Dataset: Reaction yield outcomes from USPTO patents with 853,638 reactions. Task: Predict the reaction yield, written as a fraction of the theoretical maximum amount of product (1.0 means a 100% yield; for example, 0.34 means a 34% yield). (1) The reactants are [C:1]1([C:7]2[C:11]([C:12]([F:15])([F:14])[F:13])=[C:10]([C:16]3[S:17][C:18]4[C:28]5[C:23](=[CH:24][C:25]([CH:29]=[O:30])=[CH:26][CH:27]=5)[CH2:22][CH2:21][C:19]=4[N:20]=3)[O:9][N:8]=2)[CH:6]=[CH:5][CH:4]=[CH:3][CH:2]=1.C[Si]([C:35]#[N:36])(C)C.Cl. The catalyst is ClCCl.[I-].[Zn+2].[I-]. The product is [OH:30][CH:29]([C:25]1[CH:24]=[C:23]2[C:28](=[CH:27][CH:26]=1)[C:18]1[S:17][C:16]([C:10]3[O:9][N:8]=[C:7]([C:1]4[CH:6]=[CH:5][CH:4]=[CH:3][CH:2]=4)[C:11]=3[C:12]([F:15])([F:14])[F:13])=[N:20][C:19]=1[CH2:21][CH2:22]2)[C:35]#[N:36]. The yield is 0.990. (2) The reactants are O[CH:2]=[C:3]1[C:11]2[C:6](=[CH:7][C:8]([C:12]([C:14]3[CH:15]=[C:16]([NH:20][C:21]([C:23]4[O:24][CH:25]=[CH:26][C:27]=4[CH3:28])=[O:22])[CH:17]=[CH:18][CH:19]=3)=[O:13])=[CH:9][CH:10]=2)[NH:5][C:4]1=[O:29].[NH2:30][C:31]1[CH:36]=[CH:35][C:34]([CH2:37][CH2:38][C:39]([OH:41])=[O:40])=[CH:33][CH:32]=1. The catalyst is C1COCC1. The product is [CH3:28][C:27]1[CH:26]=[CH:25][O:24][C:23]=1[C:21]([NH:20][C:16]1[CH:15]=[C:14]([CH:19]=[CH:18][CH:17]=1)[C:12]([C:8]1[CH:7]=[C:6]2[C:11]([C:3](=[CH:2][NH:30][C:31]3[CH:32]=[CH:33][C:34]([CH2:37][CH2:38][C:39]([OH:41])=[O:40])=[CH:35][CH:36]=3)[C:4](=[O:29])[NH:5]2)=[CH:10][CH:9]=1)=[O:13])=[O:22]. The yield is 0.570. (3) The reactants are Cl.[F:2][C:3]1[CH:10]=[C:9]([C:11]2[CH:16]=[CH:15][N:14]=[C:13]3[NH:17][C:18]([C:20]4[CH:21]=[N:22][N:23]([CH3:25])[CH:24]=4)=[N:19][C:12]=23)[CH:8]=[CH:7][C:4]=1[CH2:5][NH2:6].CCN(C(C)C)C(C)C.[O:35]=[S:36]1(=[O:47])[CH2:41][CH2:40][CH2:39][CH:38]([CH2:42][S:43](Cl)(=[O:45])=[O:44])[CH2:37]1. The catalyst is CN(C=O)C. The product is [O:47]=[S:36]1(=[O:35])[CH2:41][CH2:40][CH2:39][CH:38]([CH2:42][S:43]([NH:6][CH2:5][C:4]2[CH:7]=[CH:8][C:9]([C:11]3[CH:16]=[CH:15][N:14]=[C:13]4[NH:17][C:18]([C:20]5[CH:21]=[N:22][N:23]([CH3:25])[CH:24]=5)=[N:19][C:12]=34)=[CH:10][C:3]=2[F:2])(=[O:45])=[O:44])[CH2:37]1. The yield is 0.400. (4) The reactants are [O:1]=[C:2]([C:15]1[CH:20]=[C:19]([F:21])[C:18]([F:22])=[C:17]([F:23])[CH:16]=1)[CH2:3][CH2:4][CH2:5][CH2:6][NH:7]C(=O)OC(C)(C)C. The yield is 0.880. The product is [NH2:7][CH2:6][CH2:5][CH2:4][CH2:3][C:2]([C:15]1[CH:16]=[C:17]([F:23])[C:18]([F:22])=[C:19]([F:21])[CH:20]=1)=[O:1]. The catalyst is FC(F)(F)C(O)=O.ClCCl. (5) The reactants are [CH:1]1([CH2:4][O:5][C:6]2[N:11]=[C:10]([C:12]([NH:14][C:15]3([CH2:19][C:20]([OH:22])=O)[CH2:18][CH2:17][CH2:16]3)=[O:13])[CH:9]=[CH:8][C:7]=2[N:23]2[CH2:26][C:25]([F:28])([F:27])[CH2:24]2)[CH2:3][CH2:2]1.C1N=C[N:31](C(N2C=NC=C2)=O)C=1.N. No catalyst specified. The product is [NH2:31][C:20](=[O:22])[CH2:19][C:15]1([NH:14][C:12]([C:10]2[CH:9]=[CH:8][C:7]([N:23]3[CH2:24][C:25]([F:28])([F:27])[CH2:26]3)=[C:6]([O:5][CH2:4][CH:1]3[CH2:2][CH2:3]3)[N:11]=2)=[O:13])[CH2:18][CH2:17][CH2:16]1. The yield is 0.900.